From a dataset of Forward reaction prediction with 1.9M reactions from USPTO patents (1976-2016). Predict the product of the given reaction. (1) Given the reactants Br[C:2]1[CH:3]=[C:4]([C:8](=[O:10])[CH3:9])[CH:5]=[CH:6][CH:7]=1.[NH:11]1[CH2:15][CH2:14][CH2:13][C:12]1=[O:16], predict the reaction product. The product is: [C:8]([C:4]1[CH:3]=[C:2]([N:11]2[CH2:15][CH2:14][CH2:13][C:12]2=[O:16])[CH:7]=[CH:6][CH:5]=1)(=[O:10])[CH3:9]. (2) Given the reactants [CH2:1]([O:8][C:9]1[CH:14]=[CH:13][C:12]([C:15]2[O:19][N:18]=[C:17]([OH:20])[CH:16]=2)=[CH:11][CH:10]=1)[C:2]1[CH:7]=[CH:6][CH:5]=[CH:4][CH:3]=1.[Cl-].[NH4+].[O:23]1[CH2:27]CC[CH2:24]1, predict the reaction product. The product is: [CH2:1]([O:8][C:9]1[CH:14]=[CH:13][C:12]([C:15]2[O:19][N:18]=[C:17]([O:20][CH2:24][O:23][CH3:27])[CH:16]=2)=[CH:11][CH:10]=1)[C:2]1[CH:3]=[CH:4][CH:5]=[CH:6][CH:7]=1. (3) Given the reactants [CH2:1]([N:9]([C:11](=[S:13])[NH2:12])[NH2:10])[CH2:2][C:3]1[CH:8]=[CH:7][CH:6]=[CH:5][CH:4]=1.Cl[C:15](=[O:20])[C:16]([O:18][CH3:19])=[O:17], predict the reaction product. The product is: [C:11]([N:9]([CH2:1][CH2:2][C:3]1[CH:8]=[CH:7][CH:6]=[CH:5][CH:4]=1)[NH:10][C:15](=[O:20])[C:16]([O:18][CH3:19])=[O:17])(=[S:13])[NH2:12]. (4) Given the reactants [Cl:1][C:2]1[CH:3]=[C:4]([CH:8]=[C:9]([CH3:11])[N:10]=1)[C:5]([OH:7])=[O:6].[C:12](OC(O[C:12]([CH3:15])([CH3:14])[CH3:13])N(C)C)([CH3:15])([CH3:14])[CH3:13], predict the reaction product. The product is: [C:12]([O:6][C:5](=[O:7])[C:4]1[CH:8]=[C:9]([CH3:11])[N:10]=[C:2]([Cl:1])[CH:3]=1)([CH3:15])([CH3:14])[CH3:13]. (5) Given the reactants [F:1][C:2]([F:17])([F:16])[C:3]1[CH:8]=[CH:7][C:6]([N:9]2[CH:13]=[CH:12][C:11]([CH:14]=O)=[N:10]2)=[CH:5][CH:4]=1.[C:18]1([C@H:28]([NH2:30])[CH3:29])[C:27]2[C:22](=[CH:23][CH:24]=[CH:25][CH:26]=2)[CH:21]=[CH:20][CH:19]=1.C(O[BH-](OC(=O)C)OC(=O)C)(=O)C.[Na+], predict the reaction product. The product is: [C:18]1([C@H:28]([NH:30][CH2:14][C:11]2[CH:12]=[CH:13][N:9]([C:6]3[CH:7]=[CH:8][C:3]([C:2]([F:17])([F:16])[F:1])=[CH:4][CH:5]=3)[N:10]=2)[CH3:29])[C:27]2[C:22](=[CH:23][CH:24]=[CH:25][CH:26]=2)[CH:21]=[CH:20][CH:19]=1. (6) Given the reactants FC(C1OC(C2C=CC=CC=2)=NN=1)C1C=CC2C=C(C(O)=O)SC=2C=1.[C:26]([NH:34][NH:35][C:36](=[O:53])[CH:37]([C:39]1[CH:52]=[CH:51][C:42]2[CH:43]=[C:44]([C:46]([O:48][CH2:49][CH3:50])=[O:47])[S:45][C:41]=2[CH:40]=1)[F:38])(=O)[C:27]1[CH:32]=[CH:31][CH:30]=[CH:29][CH:28]=1.CC[N+](S(N=C(OC)[O-])(=O)=O)(CC)CC, predict the reaction product. The product is: [F:38][CH:37]([C:36]1[O:53][C:26]([C:27]2[CH:32]=[CH:31][CH:30]=[CH:29][CH:28]=2)=[N:34][N:35]=1)[C:39]1[CH:52]=[CH:51][C:42]2[CH:43]=[C:44]([C:46]([O:48][CH2:49][CH3:50])=[O:47])[S:45][C:41]=2[CH:40]=1. (7) Given the reactants O.C1(C)C=CC(S(O)(=O)=O)=CC=1.[CH2:13]([OH:16])[CH2:14][OH:15].[Cl:17][C:18]1[N:23]=[CH:22][C:21]([NH:24]C(=O)OC(C)(C)C)=[C:20]([C:32](=O)[CH2:33][CH3:34])[CH:19]=1, predict the reaction product. The product is: [Cl:17][C:18]1[N:23]=[CH:22][C:21]([NH2:24])=[C:20]([C:32]2([CH2:33][CH3:34])[O:16][CH2:13][CH2:14][O:15]2)[CH:19]=1. (8) Given the reactants [H-].[Na+].[CH:3]([C:5]1[C:13]2[C:12]([C:14]([O:16][CH3:17])=[O:15])=[CH:11][CH:10]=[CH:9][C:8]=2[NH:7][CH:6]=1)=[O:4].Br[CH2:19][C:20]1[CH:25]=[C:24]([Cl:26])[CH:23]=[CH:22][C:21]=1[O:27][CH2:28][C:29]1[CH:34]=[CH:33][C:32]([Cl:35])=[CH:31][C:30]=1[F:36], predict the reaction product. The product is: [Cl:26][C:24]1[CH:23]=[CH:22][C:21]([O:27][CH2:28][C:29]2[CH:34]=[CH:33][C:32]([Cl:35])=[CH:31][C:30]=2[F:36])=[C:20]([CH:25]=1)[CH2:19][N:7]1[C:8]2[CH:9]=[CH:10][CH:11]=[C:12]([C:14]([O:16][CH3:17])=[O:15])[C:13]=2[C:5]([CH:3]=[O:4])=[CH:6]1. (9) The product is: [S:32]1[C:28]([C:9]2[CH:10]=[C:11]([NH:15][C:16]3[N:21]=[C:20]([C:22]([F:23])([F:24])[F:25])[CH:19]=[CH:18][N:17]=3)[CH:12]=[CH:13][CH:14]=2)=[CH:29][N:30]=[CH:31]1. Given the reactants CC1(C)C(C)(C)OB([C:9]2[CH:10]=[C:11]([NH:15][C:16]3[N:21]=[C:20]([C:22]([F:25])([F:24])[F:23])[CH:19]=[CH:18][N:17]=3)[CH:12]=[CH:13][CH:14]=2)O1.Br[C:28]1[S:32][CH:31]=[N:30][CH:29]=1.C(=O)([O-])[O-].[Na+].[Na+], predict the reaction product. (10) The product is: [CH2:3]=[C:2]([B:15]([OH:20])[OH:16])[C:4]1[CH:9]=[CH:8][CH:7]=[CH:6][CH:5]=1. Given the reactants Br[C:2]([C:4]1[CH:9]=[CH:8][CH:7]=[CH:6][CH:5]=1)=[CH2:3].[Li]C(C)(C)C.[B:15](OC(C)C)([O:20]C(C)C)[O:16]C(C)C.Cl, predict the reaction product.